This data is from Forward reaction prediction with 1.9M reactions from USPTO patents (1976-2016). The task is: Predict the product of the given reaction. (1) Given the reactants CO[C:3]([C:5]1[S:6][C:7]([C:15]2[CH:20]=[CH:19][C:18]([Cl:21])=[CH:17][CH:16]=2)=[CH:8][C:9]=1[N:10]=[CH:11][N:12]([CH3:14])C)=[O:4].[CH3:22][N:23]1[CH2:28][CH2:27][CH2:26][C:25]([CH2:30][O:31][C:32]2[CH:33]=[C:34](CN)[CH:35]=[CH:36][CH:37]=2)([CH3:29])[CH2:24]1, predict the reaction product. The product is: [Cl:21][C:18]1[CH:17]=[CH:16][C:15]([C:7]2[S:6][C:5]3[C:3](=[O:4])[N:12]([CH2:14][C:36]4[CH:35]=[CH:34][CH:33]=[C:32]([O:31][CH2:30][C:25]5([CH3:29])[CH2:26][CH2:27][CH2:28][N:23]([CH3:22])[CH2:24]5)[CH:37]=4)[CH:11]=[N:10][C:9]=3[CH:8]=2)=[CH:20][CH:19]=1. (2) Given the reactants Cl[C:2]1[C:3]2[CH2:11][CH2:10][N:9]([C:12]([O:14][C:15]([CH3:18])([CH3:17])[CH3:16])=[O:13])[CH2:8][C:4]=2[N:5]=[CH:6][N:7]=1.CC1(C)C(C)(C)OB([C:27]2[CH:28]=[N:29][NH:30][CH:31]=2)O1.O1CCOCC1.C([O-])([O-])=O.[Na+].[Na+], predict the reaction product. The product is: [NH:29]1[CH:28]=[C:27]([C:2]2[C:3]3[CH2:11][CH2:10][N:9]([C:12]([O:14][C:15]([CH3:18])([CH3:17])[CH3:16])=[O:13])[CH2:8][C:4]=3[N:5]=[CH:6][N:7]=2)[CH:31]=[N:30]1.